This data is from Forward reaction prediction with 1.9M reactions from USPTO patents (1976-2016). The task is: Predict the product of the given reaction. (1) Given the reactants [CH3:1][CH:2]1[C:11]2[CH2:10][O:9][CH:8]=[CH:7][C:6]3=[CH:12][CH:13]([CH2:15][N+:16]([O-])=O)[O:14][B:4]([C:5]=23)[O:3]1.[C:19]([OH:22])(=[O:21])[CH3:20], predict the reaction product. The product is: [C:19]([OH:22])(=[O:21])[CH3:20].[CH3:1][CH:2]1[C:11]2[CH2:10][O:9][CH:8]=[CH:7][C:6]3=[CH:12][CH:13]([CH2:15][NH2:16])[O:14][B:4]([C:5]=23)[O:3]1. (2) Given the reactants [N:1]1[CH:2]=[CH:3][N:4]2[CH:9]=[CH:8][C:7]([C:10]([OH:13])([CH3:12])[CH3:11])=[N:6][C:5]=12.Cl[C:15]1[CH:20]=[CH:19][N:18]=[C:17]([CH:21]([CH3:23])[CH3:22])[N:16]=1.C([O-])([O-])=O.[Cs+].[Cs+].O, predict the reaction product. The product is: [CH:21]([C:17]1[N:18]=[C:19]([C:3]2[N:4]3[CH:9]=[CH:8][C:7]([C:10]([OH:13])([CH3:11])[CH3:12])=[N:6][C:5]3=[N:1][CH:2]=2)[CH:20]=[CH:15][N:16]=1)([CH3:23])[CH3:22]. (3) The product is: [Br:1][C:2]1[CH:3]=[CH:4][C:5]([O:12][C@H:13]([C:15]2[CH:20]=[CH:19][CH:18]=[CH:17][CH:16]=2)[CH3:14])=[C:6]([CH:11]=1)[C:7]([NH:36][C:37]1[CH:38]=[N:39][CH:40]=[CH:41][CH:42]=1)=[O:9]. Given the reactants [Br:1][C:2]1[CH:3]=[CH:4][C:5]([O:12][C@H:13]([C:15]2[CH:20]=[CH:19][CH:18]=[CH:17][CH:16]=2)[CH3:14])=[C:6]([CH:11]=1)[C:7]([O:9]C)=O.C[Si](C)(C)[O-].[K+].CCN(C(C)C)C(C)C.[NH2:36][C:37]1[CH:38]=[N:39][CH:40]=[CH:41][CH:42]=1.CN(C(ON1N=NC2C=CC=NC1=2)=[N+](C)C)C.F[P-](F)(F)(F)(F)F, predict the reaction product. (4) Given the reactants [F:1][CH2:2][CH:3]([OH:6])[CH2:4][F:5].[C:7]([N:14]1[CH:18]=[CH:17]N=[CH:15]1)(N1C=CN=C1)=[O:8].[CH3:19][N:20]([CH2:27][C:28]1[CH:29]=[N:30][C:31]([C:34]2[CH:39]=[CH:38][C:37]([S:40]([CH3:43])(=[O:42])=[O:41])=[CH:36][CH:35]=2)=[CH:32][CH:33]=1)[CH:21]1CCNC[CH2:22]1, predict the reaction product. The product is: [CH3:19][N:20]([CH2:27][C:28]1[CH:29]=[N:30][C:31]([C:34]2[CH:39]=[CH:38][C:37]([S:40]([CH3:43])(=[O:42])=[O:41])=[CH:36][CH:35]=2)=[CH:32][CH:33]=1)[CH:21]1[CH2:22][CH2:15][N:14]([C:7]([O:6][CH:3]([CH2:4][F:5])[CH2:2][F:1])=[O:8])[CH2:18][CH2:17]1. (5) Given the reactants [Br:1][C:2]1[CH:3]=[C:4]([OH:9])[CH:5]=[C:6]([I:8])[CH:7]=1.[CH2:10](Br)[C:11]1[CH:16]=[CH:15][CH:14]=[CH:13][CH:12]=1.C([O-])([O-])=O.[K+].[K+], predict the reaction product. The product is: [CH2:10]([O:9][C:4]1[CH:5]=[C:6]([I:8])[CH:7]=[C:2]([Br:1])[CH:3]=1)[C:11]1[CH:16]=[CH:15][CH:14]=[CH:13][CH:12]=1. (6) Given the reactants Br[C:2]1[C:14]2[C:13]3[CH:12]=[C:11](OC)[C:10](OC)=[CH:9][C:8]=3[N:7]=[CH:6][C:5]=2[N:4](C)[N:3]=1.[OH-].[K+].CC1(C)C(C)(C)OB(C2C=CC(N3CCN(C(OC(C)(C)C)=O)CC3)=CC=2)O1.O, predict the reaction product. The product is: [CH:2]1[C:14]2[C:13]3[CH:12]=[CH:11][CH:10]=[CH:9][C:8]=3[N:7]=[CH:6][C:5]=2[NH:4][N:3]=1. (7) Given the reactants [CH3:1][O:2][C:3]1[CH:12]=[C:11]([O:13][CH3:14])[CH:10]=[C:9]2[C:4]=1[C:5]([O:15][C:16]1[CH:21]=[CH:20][C:19]([NH2:22])=[CH:18][CH:17]=1)=[CH:6][CH:7]=[N:8]2.[F:23][C:24]1[CH:29]=[CH:28][C:27]([N:30]2[C:35](=[O:36])[C:34]([C:37](O)=[O:38])=[CH:33][N:32]([CH2:40][CH3:41])[C:31]2=[O:42])=[CH:26][CH:25]=1, predict the reaction product. The product is: [CH3:1][O:2][C:3]1[CH:12]=[C:11]([O:13][CH3:14])[CH:10]=[C:9]2[C:4]=1[C:5]([O:15][C:16]1[CH:21]=[CH:20][C:19]([NH:22][C:37]([C:34]3[C:35](=[O:36])[N:30]([C:27]4[CH:28]=[CH:29][C:24]([F:23])=[CH:25][CH:26]=4)[C:31](=[O:42])[N:32]([CH2:40][CH3:41])[CH:33]=3)=[O:38])=[CH:18][CH:17]=1)=[CH:6][CH:7]=[N:8]2. (8) Given the reactants Br[C:2]1[CH:3]=[CH:4][C:5]([N+:8]([O-:10])=[O:9])=[N:6][CH:7]=1.[NH:11]1[CH2:16][CH2:15][O:14][CH2:13][CH2:12]1.C(=O)([O-])[O-].[K+].[K+], predict the reaction product. The product is: [N+:8]([C:5]1[N:6]=[CH:7][C:2]([N:11]2[CH2:16][CH2:15][O:14][CH2:13][CH2:12]2)=[CH:3][CH:4]=1)([O-:10])=[O:9]. (9) Given the reactants Br[C:2]1[CH:3]=[C:4]([CH:26]=[CH:27][CH:28]=1)[CH2:5][N:6]1[C:10]([CH3:11])=[CH:9][C:8](/[C:12](/[F:25])=[CH:13]/[C:14]2[CH:19]=[CH:18][C:17]([O:20][C:21]([F:24])([F:23])[F:22])=[CH:16][CH:15]=2)=[N:7]1.[Si]([O:46][CH:47]1[CH2:50][NH:49][CH2:48]1)(C(C)(C)C)(C1C=CC=CC=1)C1C=CC=CC=1, predict the reaction product. The product is: [F:25]/[C:12](/[C:8]1[CH:9]=[C:10]([CH3:11])[N:6]([CH2:5][C:4]2[CH:3]=[C:2]([N:49]3[CH2:50][CH:47]([OH:46])[CH2:48]3)[CH:28]=[CH:27][CH:26]=2)[N:7]=1)=[CH:13]\[C:14]1[CH:19]=[CH:18][C:17]([O:20][C:21]([F:24])([F:23])[F:22])=[CH:16][CH:15]=1.